From a dataset of Full USPTO retrosynthesis dataset with 1.9M reactions from patents (1976-2016). Predict the reactants needed to synthesize the given product. (1) Given the product [Cl:16][C:10]1[CH:11]=[CH:12][C:6]2[CH:5]=[N:4][C:3]([S:2][CH3:1])=[N:8][C:7]=2[N:9]=1, predict the reactants needed to synthesize it. The reactants are: [CH3:1][S:2][C:3]1[N:4]=[CH:5][C:6]2[CH:12]=[CH:11][C:10](=O)[NH:9][C:7]=2[N:8]=1.P(Cl)(Cl)([Cl:16])=O. (2) Given the product [O:15]1[CH2:16][CH2:17][N:12]([C:4]2[C:5]3[S:10][CH:9]=[CH:8][C:6]=3[N:7]=[C:2]([C:22]3[CH:23]=[CH:24][C:19]([NH2:18])=[N:20][CH:21]=3)[N:3]=2)[CH2:13][CH2:14]1, predict the reactants needed to synthesize it. The reactants are: Cl[C:2]1[N:3]=[C:4]([N:12]2[CH2:17][CH2:16][O:15][CH2:14][CH2:13]2)[C:5]2[S:10][C:9](I)=[CH:8][C:6]=2[N:7]=1.[NH2:18][C:19]1[CH:24]=[CH:23][C:22](B2OC(C)(C)C(C)(C)O2)=[CH:21][N:20]=1. (3) Given the product [Cl:1][C:2]1[CH:3]=[C:4]2[C:8](=[CH:9][CH:10]=1)[N:7]([CH2:11][CH:12]1[CH2:13][CH2:14]1)[CH:6]=[C:5]2[C:15]1[O:16][CH:17]=[C:18]([C:20]([OH:22])=[O:21])[N:19]=1, predict the reactants needed to synthesize it. The reactants are: [Cl:1][C:2]1[CH:3]=[C:4]2[C:8](=[CH:9][CH:10]=1)[N:7]([CH2:11][CH:12]1[CH2:14][CH2:13]1)[CH:6]=[C:5]2[C:15]1[O:16][CH:17]=[C:18]([C:20]([O:22]CC)=[O:21])[N:19]=1.[OH-].[Na+]. (4) Given the product [S:17]1[C:18]2[CH:23]=[CH:22][CH:21]=[CH:20][C:19]=2[C:15]([CH2:14][N:13]2[C:12]3[CH:24]=[CH:25][C:26]([O:28][CH3:29])=[CH:27][C:11]=3[N:10]=[C:9]2[S:8][CH2:7][CH2:6][CH2:5][C:4]([OH:30])=[O:3])=[CH:16]1, predict the reactants needed to synthesize it. The reactants are: C([O:3][C:4](=[O:30])[CH2:5][CH2:6][CH2:7][S:8][C:9]1[N:13]([CH2:14][C:15]2[C:19]3[CH:20]=[CH:21][CH:22]=[CH:23][C:18]=3[S:17][CH:16]=2)[C:12]2[CH:24]=[CH:25][C:26]([O:28][CH3:29])=[CH:27][C:11]=2[N:10]=1)C.[OH-].[Na+].Cl. (5) Given the product [NH2:13][CH2:12][CH2:11][C:9]1[CH:8]=[CH:7][C:6]2[N:2]([CH3:1])[C:3]([CH2:24][CH2:25][NH2:26])=[N:4][C:5]=2[CH:10]=1, predict the reactants needed to synthesize it. The reactants are: [CH3:1][N:2]1[C:6]2[CH:7]=[CH:8][C:9]([CH2:11][CH2:12][NH:13]C(OCC3C=CC=CC=3)=O)=[CH:10][C:5]=2[N:4]=[C:3]1[CH2:24][CH2:25][NH:26]C(OCC1C=CC=CC=1)=O. (6) Given the product [CH:16]1([NH:19][CH:12]2[CH2:13][CH2:14][N:9]([C:7]3[O:6][N:5]=[C:4]([CH2:1][CH2:2][CH3:3])[N:8]=3)[CH2:10][CH2:11]2)[CH2:18][CH2:17]1, predict the reactants needed to synthesize it. The reactants are: [CH2:1]([C:4]1[N:8]=[C:7]([N:9]2[CH2:14][CH2:13][C:12](=O)[CH2:11][CH2:10]2)[O:6][N:5]=1)[CH2:2][CH3:3].[CH:16]1([NH2:19])[CH2:18][CH2:17]1.